This data is from Reaction yield outcomes from USPTO patents with 853,638 reactions. The task is: Predict the reaction yield, written as a fraction of the theoretical maximum amount of product (1.0 means a 100% yield; for example, 0.34 means a 34% yield). (1) The reactants are [NH2:1][C:2]1[N:6]([C:7]2[CH:12]=[C:11](I)[CH:10]=[CH:9][N:8]=2)[N:5]=[C:4]([C:14]([NH2:16])=[O:15])[CH:3]=1.[C:17]([C@:19]1([OH:26])[CH2:23][CH2:22][N:21]([CH3:24])[C:20]1=[O:25])#[CH:18]. No catalyst specified. The product is [NH2:1][C:2]1[N:6]([C:7]2[CH:12]=[C:11]([C:18]#[C:17][C@:19]3([OH:26])[CH2:23][CH2:22][N:21]([CH3:24])[C:20]3=[O:25])[CH:10]=[CH:9][N:8]=2)[N:5]=[C:4]([C:14]([NH2:16])=[O:15])[CH:3]=1. The yield is 0.150. (2) The reactants are [H-].[Na+].C(OP([CH2:11][C:12]#[N:13])(=O)OCC)C.[Cl:14][C:15]1[CH:20]=[C:19]([Cl:21])[CH:18]=[CH:17][C:16]=1[C:22]1[C:30]2[C:26](=[C:27]([CH:32]=O)[N:28]([CH3:31])[N:29]=2)[CH:25]=[CH:24][CH:23]=1.[Cl-].[NH4+]. The catalyst is CCCCCC.C1COCC1.O.C(OCC)(=O)C. The product is [Cl:14][C:15]1[CH:20]=[C:19]([Cl:21])[CH:18]=[CH:17][C:16]=1[C:22]1[C:30]2[C:26](=[C:27]([CH:32]=[CH:11][C:12]#[N:13])[N:28]([CH3:31])[N:29]=2)[CH:25]=[CH:24][CH:23]=1. The yield is 0.900. (3) The reactants are [N:1]1([CH2:7][C:8]2[CH:9]=[CH:10][C:11]([C:15]3[C:23]4[C:18](=[CH:19][CH:20]=[C:21]([C:24]5[CH:25]=[N:26][CH:27]=[CH:28][CH:29]=5)[CH:22]=4)[NH:17][C:16]=3[OH:30])=[N+:12]([O-])[CH:13]=2)[CH2:6][CH2:5][O:4][CH2:3][CH2:2]1.P(Cl)(Cl)Cl. The catalyst is C(OCC)(=O)C. The product is [N:1]1([CH2:7][C:8]2[CH:9]=[CH:10][C:11]([C:15]3[C:23]4[C:18](=[CH:19][CH:20]=[C:21]([C:24]5[CH:25]=[N:26][CH:27]=[CH:28][CH:29]=5)[CH:22]=4)[NH:17][C:16]=3[OH:30])=[N:12][CH:13]=2)[CH2:6][CH2:5][O:4][CH2:3][CH2:2]1. The yield is 0.0300.